Dataset: Forward reaction prediction with 1.9M reactions from USPTO patents (1976-2016). Task: Predict the product of the given reaction. Given the reactants [F:1][C:2]1[CH:7]=[CH:6][C:5]([F:8])=[CH:4][C:3]=1/[N:9]=[N:10]/[CH2:11][CH2:12][C:13]#[N:14], predict the reaction product. The product is: [F:1][C:2]1[CH:7]=[CH:6][C:5]([F:8])=[CH:4][C:3]=1[N:9]1[C:13]([NH2:14])=[CH:12][CH:11]=[N:10]1.